Dataset: Full USPTO retrosynthesis dataset with 1.9M reactions from patents (1976-2016). Task: Predict the reactants needed to synthesize the given product. (1) Given the product [NH2:19][C@H:10]1[CH2:9][C@@H:8]([C:3]2[CH:4]=[CH:5][CH:6]=[CH:7][C:2]=2[F:1])[CH2:13][N:12]([CH2:14][CH:15]([CH3:16])[CH3:17])[C:11]1=[O:18], predict the reactants needed to synthesize it. The reactants are: [F:1][C:2]1[CH:7]=[CH:6][CH:5]=[CH:4][C:3]=1[C@H:8]1[CH2:13][N:12]([CH2:14][CH:15]([CH3:17])[CH3:16])[C:11](=[O:18])[C@@H:10]([NH:19]C(=O)OC(C)(C)C)[CH2:9]1. (2) Given the product [CH3:1][N+:2]1([CH3:23])[CH2:6][CH:5]([O:7][C:8]([C:10]([OH:22])([CH:17]2[CH2:18][CH2:19][CH2:20][CH2:21]2)[C:11]2[CH:12]=[CH:13][CH:14]=[CH:15][CH:16]=2)=[O:9])[CH2:4][CH2:3]1.[CH3:24][C@@H:25]([NH:35][CH2:36][C@H:37]([OH:48])[C:38]1[CH:39]=[CH:40][C:41]([OH:47])=[C:42]([NH:44][CH:45]=[O:46])[CH:43]=1)[CH2:26][C:27]1[CH:28]=[CH:29][C:30]([O:33][CH3:34])=[CH:31][CH:32]=1, predict the reactants needed to synthesize it. The reactants are: [CH3:1][N+:2]1([CH3:23])[CH2:6][CH:5]([O:7][C:8]([C:10]([OH:22])([CH:17]2[CH2:21][CH2:20][CH2:19][CH2:18]2)[C:11]2[CH:12]=[CH:13][CH:14]=[CH:15][CH:16]=2)=[O:9])[CH2:4][CH2:3]1.[CH3:24][C@@H:25]([NH:35][CH2:36][C@H:37]([OH:48])[C:38]1[CH:39]=[CH:40][C:41]([OH:47])=[C:42]([NH:44][CH:45]=[O:46])[CH:43]=1)[CH2:26][C:27]1[CH:28]=[CH:29][C:30]([O:33][CH3:34])=[CH:31][CH:32]=1. (3) Given the product [F:38][C:39]([F:44])([F:43])[C:40]([OH:42])=[O:41].[NH2:7][C:8]1([C:14]2[N:19]=[C:18]([C:20]([NH:22][CH2:23][C:24]3[CH:29]=[CH:28][C:27]([F:30])=[CH:26][C:25]=3[S:31]([CH3:34])(=[O:33])=[O:32])=[O:21])[C:17]([OH:35])=[C:16]([OH:36])[N:15]=2)[CH2:9][CH2:10][O:11][CH2:12][CH2:13]1, predict the reactants needed to synthesize it. The reactants are: C(OC(=O)[NH:7][C:8]1([C:14]2[N:19]=[C:18]([C:20]([NH:22][CH2:23][C:24]3[CH:29]=[CH:28][C:27]([F:30])=[CH:26][C:25]=3[S:31]([CH3:34])(=[O:33])=[O:32])=[O:21])[C:17]([OH:35])=[C:16]([OH:36])[N:15]=2)[CH2:13][CH2:12][O:11][CH2:10][CH2:9]1)(C)(C)C.[F:38][C:39]([F:44])([F:43])[C:40]([OH:42])=[O:41]. (4) Given the product [OH:41][C:35]1([C:32]2[CH:33]=[N:34][C:29]([O:28][CH2:25][CH2:26][CH3:27])=[CH:30][CH:31]=2)[CH2:40][CH2:39][N:38]([CH2:2][C:3]([C:5]2[CH:10]=[CH:9][C:8]([O:11][Si:12]([CH:19]([CH3:21])[CH3:20])([CH:16]([CH3:18])[CH3:17])[CH:13]([CH3:15])[CH3:14])=[C:7]([CH3:22])[CH:6]=2)=[O:4])[CH2:37][CH2:36]1, predict the reactants needed to synthesize it. The reactants are: Br[CH2:2][C:3]([C:5]1[CH:10]=[CH:9][C:8]([O:11][Si:12]([CH:19]([CH3:21])[CH3:20])([CH:16]([CH3:18])[CH3:17])[CH:13]([CH3:15])[CH3:14])=[C:7]([CH3:22])[CH:6]=1)=[O:4].Cl.Cl.[CH2:25]([O:28][C:29]1[N:34]=[CH:33][C:32]([C:35]2([OH:41])[CH2:40][CH2:39][NH:38][CH2:37][CH2:36]2)=[CH:31][CH:30]=1)[CH2:26][CH3:27].